Predict the reactants needed to synthesize the given product. From a dataset of Full USPTO retrosynthesis dataset with 1.9M reactions from patents (1976-2016). (1) Given the product [C:2]([C:7]1[O:11][C:10]([CH2:12][N:13]2[N:17]=[C:16]([NH:18][C:29](=[O:30])/[CH:28]=[CH:27]/[C:24]3[CH:25]=[CH:26][C:21]([O:20][CH3:19])=[CH:22][CH:23]=3)[CH:15]=[N:14]2)=[CH:9][CH:8]=1)(=[O:6])[CH3:1], predict the reactants needed to synthesize it. The reactants are: [CH3:1][C:2]1([C:7]2[O:11][C:10]([CH2:12][N:13]3[N:17]=[C:16]([NH2:18])[CH:15]=[N:14]3)=[CH:9][CH:8]=2)[O:6]CCO1.[CH3:19][O:20][C:21]1[CH:26]=[CH:25][C:24](/[CH:27]=[CH:28]/[C:29](O)=[O:30])=[CH:23][CH:22]=1. (2) Given the product [ClH:33].[NH:8]1[CH2:12][CH2:11][CH2:10][C@@H:9]1[CH2:13][O:14][C:15]1[CH:20]=[CH:19][C:18]([O:21][C:22]2[CH:27]=[CH:26][C:25]([N:28]3[CH:32]=[N:31][CH:30]=[N:29]3)=[CH:24][CH:23]=2)=[CH:17][CH:16]=1, predict the reactants needed to synthesize it. The reactants are: C(OC([N:8]1[CH2:12][CH2:11][CH2:10][C@@H:9]1[CH2:13][O:14][C:15]1[CH:20]=[CH:19][C:18]([O:21][C:22]2[CH:27]=[CH:26][C:25]([N:28]3[CH:32]=[N:31][CH:30]=[N:29]3)=[CH:24][CH:23]=2)=[CH:17][CH:16]=1)=O)(C)(C)C.[ClH:33].O1CCOCC1.